This data is from Forward reaction prediction with 1.9M reactions from USPTO patents (1976-2016). The task is: Predict the product of the given reaction. (1) Given the reactants C([O:8][C:9]1[CH:10]=[C:11]([CH:20]([OH:35])[CH2:21][NH:22][C:23]([CH3:34])([CH3:33])[CH2:24][C:25]2[CH:30]=[C:29]([CH3:31])[CH:28]=[C:27]([CH3:32])[CH:26]=2)[C:12]2[O:17][CH2:16][C:15](=[O:18])[NH:14][C:13]=2[CH:19]=1)C1C=CC=CC=1.Cl, predict the reaction product. The product is: [CH3:32][C:27]1[CH:26]=[C:25]([CH2:24][C:23]([NH:22][CH2:21][CH:20]([C:11]2[C:12]3[O:17][CH2:16][C:15](=[O:18])[NH:14][C:13]=3[CH:19]=[C:9]([OH:8])[CH:10]=2)[OH:35])([CH3:34])[CH3:33])[CH:30]=[C:29]([CH3:31])[CH:28]=1. (2) Given the reactants [F:1][C:2]1[CH:7]=[CH:6][C:5]([C:8]2[N:9]=[C:10]([C:13]([CH3:17])([CH3:16])[CH2:14][NH2:15])[S:11][CH:12]=2)=[CH:4][CH:3]=1.[F:18][C:19]1[CH:20]=[C:21]([CH:25]=[C:26]([C:28]2[N:32]=[C:31]([C:33]([F:36])([F:35])[F:34])[O:30][N:29]=2)[CH:27]=1)[C:22](O)=[O:23], predict the reaction product. The product is: [F:18][C:19]1[CH:20]=[C:21]([CH:25]=[C:26]([C:28]2[N:32]=[C:31]([C:33]([F:35])([F:34])[F:36])[O:30][N:29]=2)[CH:27]=1)[C:22]([NH:15][CH2:14][C:13]([C:10]1[S:11][CH:12]=[C:8]([C:5]2[CH:4]=[CH:3][C:2]([F:1])=[CH:7][CH:6]=2)[N:9]=1)([CH3:17])[CH3:16])=[O:23].